Dataset: Catalyst prediction with 721,799 reactions and 888 catalyst types from USPTO. Task: Predict which catalyst facilitates the given reaction. Reactant: Cl[C:2]1[CH:7]=[C:6]([Cl:8])[N:5]=[C:4]([CH3:9])[N:3]=1.[N:10]1([CH2:16][CH2:17][OH:18])[CH2:15][CH2:14][NH:13][CH2:12][CH2:11]1.C(N(CC)C(C)C)(C)C. Product: [Cl:8][C:6]1[N:5]=[C:4]([CH3:9])[N:3]=[C:2]([N:13]2[CH2:14][CH2:15][N:10]([CH2:16][CH2:17][OH:18])[CH2:11][CH2:12]2)[CH:7]=1. The catalyst class is: 12.